Dataset: Forward reaction prediction with 1.9M reactions from USPTO patents (1976-2016). Task: Predict the product of the given reaction. (1) Given the reactants Br[C:2]1[CH:12]=[CH:11][C:5]([C:6]([O:8][CH2:9][CH3:10])=[O:7])=[CH:4][CH:3]=1.[CH2:13]([O:18][C:19]1[CH:24]=[CH:23][C:22]([C:25]#[CH:26])=[CH:21][CH:20]=1)[CH2:14][CH2:15][CH2:16][CH3:17], predict the reaction product. The product is: [CH2:13]([O:18][C:19]1[CH:24]=[CH:23][C:22]([C:25]#[C:26][C:2]2[CH:12]=[CH:11][C:5]([C:6]([O:8][CH2:9][CH3:10])=[O:7])=[CH:4][CH:3]=2)=[CH:21][CH:20]=1)[CH2:14][CH2:15][CH2:16][CH3:17]. (2) Given the reactants C(N(CC)CC)C.[NH2:8][C@H:9]1[C:17]2[C:12](=[CH:13][CH:14]=[C:15]([C:18]([O:20][CH3:21])=[O:19])[CH:16]=2)[CH2:11][CH2:10]1.[CH3:22][CH:23]([CH3:29])[CH2:24][S:25](Cl)(=[O:27])=[O:26], predict the reaction product. The product is: [CH3:22][CH:23]([CH3:29])[CH2:24][S:25]([NH:8][C@H:9]1[C:17]2[C:12](=[CH:13][CH:14]=[C:15]([C:18]([O:20][CH3:21])=[O:19])[CH:16]=2)[CH2:11][CH2:10]1)(=[O:27])=[O:26].